Dataset: Full USPTO retrosynthesis dataset with 1.9M reactions from patents (1976-2016). Task: Predict the reactants needed to synthesize the given product. The reactants are: [Br:1][C:2]1[CH:7]=[CH:6][CH:5]=[C:4]([Br:8])[C:3]=1[CH2:9]Br.[C:11]([O-:14])(=[O:13])[CH3:12].[K+].CN(C=O)C. Given the product [C:11]([O:14][CH2:9][C:3]1[C:4]([Br:8])=[CH:5][CH:6]=[CH:7][C:2]=1[Br:1])(=[O:13])[CH3:12], predict the reactants needed to synthesize it.